This data is from Full USPTO retrosynthesis dataset with 1.9M reactions from patents (1976-2016). The task is: Predict the reactants needed to synthesize the given product. (1) Given the product [C:14]([C:3]1[C:2]([F:1])=[CH:7][CH:6]=[CH:5][C:4]=1[N:8]1[CH2:13][CH2:12][N:11]([CH2:32][CH2:31][CH2:30][CH2:29][O:28][C:24]2[N:25]=[C:26]3[C:21]([CH:20]=[CH:19][C:18](=[O:17])[NH:27]3)=[CH:22][CH:23]=2)[CH2:10][CH2:9]1)(=[O:16])[CH3:15], predict the reactants needed to synthesize it. The reactants are: [F:1][C:2]1[CH:7]=[CH:6][CH:5]=[C:4]([N:8]2[CH2:13][CH2:12][NH:11][CH2:10][CH2:9]2)[C:3]=1[C:14](=[O:16])[CH3:15].[O:17]=[C:18]1[NH:27][C:26]2[N:25]=[C:24]([O:28][CH2:29][CH2:30][CH2:31][CH:32]=O)[CH:23]=[CH:22][C:21]=2[CH:20]=[CH:19]1. (2) Given the product [ClH:22].[NH2:13][C:9]1[C:10]2[C:5](=[CH:4][C:3]([CH2:2][NH2:1])=[CH:12][CH:11]=2)[CH:6]=[CH:7][N:8]=1, predict the reactants needed to synthesize it. The reactants are: [NH2:1][CH2:2][C:3]1[CH:4]=[C:5]2[C:10](=[CH:11][CH:12]=1)[C:9]([NH:13]C(=O)C1C=CC=CC=1)=[N:8][CH:7]=[CH:6]2.[ClH:22]. (3) Given the product [Cl:1][C:2]1[CH:7]=[CH:6][N:5]=[C:4]2[CH:8]=[C:9]([C:12]#[N:13])[O:10][C:3]=12, predict the reactants needed to synthesize it. The reactants are: [Cl:1][C:2]1[CH:7]=[CH:6][N:5]=[C:4]2[CH:8]=[C:9](I)[O:10][C:3]=12.[C-:12]#[N:13].[K+]. (4) Given the product [C:1]([O:5][C:6](=[O:25])[NH:7][C@@H:8]1[C:14](=[O:15])[N:13]([CH2:16][CH:17]=[O:26])[C:12]2[CH:19]=[C:20]([F:23])[CH:21]=[CH:22][C:11]=2[O:10][C@@H:9]1[CH3:24])([CH3:4])([CH3:3])[CH3:2], predict the reactants needed to synthesize it. The reactants are: [C:1]([O:5][C:6](=[O:25])[NH:7][C@@H:8]1[C:14](=[O:15])[N:13]([CH2:16][CH:17]=C)[C:12]2[CH:19]=[C:20]([F:23])[CH:21]=[CH:22][C:11]=2[O:10][C@@H:9]1[CH3:24])([CH3:4])([CH3:3])[CH3:2].[O:26]=[O+][O-].CSC.